From a dataset of Cav3 T-type calcium channel HTS with 100,875 compounds. Binary Classification. Given a drug SMILES string, predict its activity (active/inactive) in a high-throughput screening assay against a specified biological target. (1) The compound is S(c1n(Cc2cc([N+]([O-])=O)c(OCCC)cc2)c(nc1[N+]([O-])=O)C)CC(O)COC. The result is 0 (inactive). (2) The compound is O1CCN(CC1)CC(=O)c1[nH]c2c(c1C)cccc2. The result is 0 (inactive). (3) The molecule is O=C(c1c2c(ccc1)cccc2)CCC(O)=O. The result is 0 (inactive). (4) The compound is Clc1c(nc(S(=O)(=O)C)nc1)C(OCC)=O. The result is 0 (inactive). (5) The compound is S(c1nc(cc(c1C#N)C(F)(F)F)c1occc1)Cc1ccncc1. The result is 0 (inactive). (6) The compound is O(c1ccc(N2CCN(CC2)Cc2nc(nc(n2)N)Nc2c(OC)cccc2)cc1)C. The result is 0 (inactive). (7) The molecule is o1c(C(=O)n2nc(cc2C)C)ccc1C. The result is 0 (inactive).